From a dataset of Full USPTO retrosynthesis dataset with 1.9M reactions from patents (1976-2016). Predict the reactants needed to synthesize the given product. Given the product [Br:1][C:18]1[C:17]([CH3:26])=[C:16]([C:13]2[CH:14]=[CH:15][C:10]([Cl:9])=[CH:11][CH:12]=2)[N:20]([CH3:21])[C:19]=1[C:22](=[O:25])[CH2:23][CH3:24], predict the reactants needed to synthesize it. The reactants are: [Br:1]N1C(=O)CCC1=O.[Cl:9][C:10]1[CH:15]=[CH:14][C:13]([C:16]2[N:20]([CH3:21])[C:19]([C:22](=[O:25])[CH2:23][CH3:24])=[CH:18][C:17]=2[CH3:26])=[CH:12][CH:11]=1.